From a dataset of Forward reaction prediction with 1.9M reactions from USPTO patents (1976-2016). Predict the product of the given reaction. (1) Given the reactants I[C:2]1[CH:20]=[CH:19][C:5]([O:6][C:7]2[CH:12]=[N:11][CH:10]=[C:9]3[S:13][C:14]([C:16](N)=[O:17])=[CH:15][C:8]=23)=[CH:4][CH:3]=1.[H][H].CC[O:25]C(C)=O, predict the reaction product. The product is: [O:6]([C:7]1[CH:12]=[N:11][CH:10]=[C:9]2[S:13][C:14]([C:16]([OH:25])=[O:17])=[CH:15][C:8]=12)[C:5]1[CH:19]=[CH:20][CH:2]=[CH:3][CH:4]=1. (2) The product is: [O:1]1[CH:5]=[CH:4][CH:3]=[C:2]1[C:6]1[N:21]=[C:9]2[C:10]([NH2:20])=[N:11][C:12]([N:14]3[CH2:19][CH2:18][N:17]([CH2:25][C:24]4[C:23]([F:22])=[CH:30][C:29]([F:31])=[CH:28][C:27]=4[F:32])[CH2:16][CH2:15]3)=[CH:13][N:8]2[N:7]=1. Given the reactants [O:1]1[CH:5]=[CH:4][CH:3]=[C:2]1[C:6]1[N:21]=[C:9]2[C:10]([NH2:20])=[N:11][C:12]([N:14]3[CH2:19][CH2:18][NH:17][CH2:16][CH2:15]3)=[CH:13][N:8]2[N:7]=1.[F:22][C:23]1[CH:30]=[C:29]([F:31])[CH:28]=[C:27]([F:32])[C:24]=1[CH:25]=O.C(O[BH-](OC(=O)C)OC(=O)C)(=O)C.[Na+].C(O)(=O)C, predict the reaction product. (3) Given the reactants C(OC(N1[CH2:13][CH2:12][CH:11]([C:14]2[CH:15]=[C:16]3[C:20](=[C:21]([CH3:23])[CH:22]=2)[C:19](=[O:24])[N:18]([CH2:25][CH:26]2[CH2:28][CH2:27]2)[CH2:17]3)CC1)=O)(C)(C)C, predict the reaction product. The product is: [CH:26]1([CH2:25][N:18]2[CH2:17][C:16]3[C:20](=[C:21]([CH3:23])[CH:22]=[C:14]([CH2:11][CH:12]4[CH2:13][CH2:19][NH:18][CH2:17][CH2:16]4)[CH:15]=3)[C:19]2=[O:24])[CH2:28][CH2:27]1. (4) Given the reactants C(OC([N:6]1[CH:10]=[C:9]([C:11]2[CH:16]=[CH:15][C:14]([C:17]([O:19][CH3:20])=[O:18])=[CH:13][CH:12]=2)[N:8]([CH2:21][C:22]2[CH:27]=[CH:26][C:25]([C:28]([F:34])([F:33])[P:29]([OH:32])([OH:31])=[O:30])=[C:24]([Br:35])[CH:23]=2)[C:7]1=[O:36])=O)C, predict the reaction product. The product is: [CH3:20][O:19][C:17](=[O:18])[C:14]1[CH:13]=[CH:12][C:11]([C:9]2[N:8]([CH2:21][C:22]3[CH:27]=[CH:26][C:25]([C:28]([F:34])([F:33])[P:29]([OH:32])([OH:31])=[O:30])=[C:24]([Br:35])[CH:23]=3)[C:7](=[O:36])[NH:6][CH:10]=2)=[CH:16][CH:15]=1. (5) Given the reactants [CH2:1]([O:3][C:4](=[O:17])[C:5]([O:8][C:9]1[CH:14]=[CH:13][CH:12]=[C:11]([CH2:15][NH2:16])[CH:10]=1)([CH3:7])[CH3:6])[CH3:2].[CH3:18][C:19]1[N:27]=[C:26]([C:28]2[CH:33]=[CH:32][C:31]([C:34]([F:37])([F:36])[F:35])=[CH:30][CH:29]=2)[CH:25]=[CH:24][C:20]=1[C:21](O)=[O:22].COC(=O)C1C=CC(C2C=CC(C(F)(F)F)=CC=2)=NC=1C, predict the reaction product. The product is: [CH2:1]([O:3][C:4](=[O:17])[C:5]([CH3:7])([O:8][C:9]1[CH:14]=[CH:13][CH:12]=[C:11]([CH2:15][NH:16][C:21]([C:20]2[C:19]([CH3:18])=[N:27][C:26]([C:28]3[CH:33]=[CH:32][C:31]([C:34]([F:37])([F:35])[F:36])=[CH:30][CH:29]=3)=[CH:25][CH:24]=2)=[O:22])[CH:10]=1)[CH3:6])[CH3:2]. (6) Given the reactants [NH2:1][C:2]1[N:7]=[C:6]([NH:8][CH2:9][CH2:10][CH2:11][N:12]([CH3:14])[CH3:13])[CH:5]=[C:4]([CH3:15])[CH:3]=1.[Cl:16][C:17]1[CH:18]=[C:19]([N:24]=[C:25]=[S:26])[CH:20]=[CH:21][C:22]=1[Cl:23], predict the reaction product. The product is: [Cl:16][C:17]1[CH:18]=[C:19]([NH:24][C:25](=[S:26])[NH:1][C:2]2[N:7]=[C:6]([NH:8][CH2:9][CH2:10][CH2:11][N:12]([CH3:13])[CH3:14])[CH:5]=[C:4]([CH3:15])[CH:3]=2)[CH:20]=[CH:21][C:22]=1[Cl:23].